Dataset: Reaction yield outcomes from USPTO patents with 853,638 reactions. Task: Predict the reaction yield, written as a fraction of the theoretical maximum amount of product (1.0 means a 100% yield; for example, 0.34 means a 34% yield). (1) The reactants are [Br:1]N1C(=O)CCC1=O.C(OOC(=O)C1C=CC=CC=1)(=O)C1C=CC=CC=1.[CH3:27][C:28]1[CH:38]=[CH:37][C:31]([C:32]([O:34][CH2:35][CH3:36])=[O:33])=[CH:30][C:29]=1[C:39]([F:42])([F:41])[F:40]. The catalyst is C(Cl)(Cl)(Cl)Cl.ClCCl. The product is [Br:1][CH2:27][C:28]1[CH:38]=[CH:37][C:31]([C:32]([O:34][CH2:35][CH3:36])=[O:33])=[CH:30][C:29]=1[C:39]([F:41])([F:40])[F:42]. The yield is 0.440. (2) The reactants are [C:1]([OH:7])(=[O:6])[CH2:2][C:3]([OH:5])=[O:4].[CH2:8]([K])[CH3:9].Cl. The catalyst is O. The product is [C:1]([O:7][CH2:8][CH3:9])(=[O:6])[CH2:2][C:3]([OH:5])=[O:4]. The yield is 0.990. (3) The reactants are [CH3:1][C:2]1[N:3]=[CH:4][O:5][C:6]=1[C:7]([OH:9])=O.O1CCCC1.C(Cl)(=O)C(Cl)=O.[NH2:21][C:22]1[CH:23]=[C:24]([CH:41]=[CH:42][C:43]=1[CH3:44])[O:25][C:26]1[CH:27]=[CH:28][C:29]2[N:30]([CH:32]=[C:33]([NH:35][C:36]([CH:38]3[CH2:40][CH2:39]3)=[O:37])[N:34]=2)[N:31]=1. The catalyst is CN(C)C=O.CN(C)C(=O)C. The product is [CH:38]1([C:36]([NH:35][C:33]2[N:34]=[C:29]3[CH:28]=[CH:27][C:26]([O:25][C:24]4[CH:41]=[CH:42][C:43]([CH3:44])=[C:22]([NH:21][C:7]([C:6]5[O:5][CH:4]=[N:3][C:2]=5[CH3:1])=[O:9])[CH:23]=4)=[N:31][N:30]3[CH:32]=2)=[O:37])[CH2:39][CH2:40]1. The yield is 0.830.